This data is from Forward reaction prediction with 1.9M reactions from USPTO patents (1976-2016). The task is: Predict the product of the given reaction. (1) Given the reactants [CH3:1][CH:2]([NH:14][CH3:15])[CH2:3][C:4]1[CH:9]=[CH:8][C:7]2[O:10][CH2:11][CH2:12][O:13][C:6]=2[CH:5]=1.C1(O)CCCCC1.C(O)CCCCCCCCCCC.C[O:37][C:38]([O:53][CH3:54])([C:47]1[CH:52]=CC=C[CH:48]=1)C(C1C=CC=CC=1)=O, predict the reaction product. The product is: [CH3:52][C:47]([C:38]([O:53][CH2:54][CH2:7][OH:10])=[O:37])=[CH2:48].[CH3:1][CH:2]([NH:14][CH3:15])[CH2:3][C:4]1[CH:9]=[CH:8][C:7]2[O:10][CH2:11][CH2:12][O:13][C:6]=2[CH:5]=1. (2) Given the reactants [Cl:1][C:2]1[N:3]([C:11]2[CH:16]=[CH:15][C:14]([O:17][CH2:18][C@H:19]3[CH2:23][CH2:22][CH2:21][NH:20]3)=[CH:13][CH:12]=2)[N:4]=[C:5]2[C:10]=1[CH:9]=[CH:8][CH:7]=[CH:6]2.Br[CH2:25][C:26]([O:28][C:29]([CH3:32])([CH3:31])[CH3:30])=[O:27], predict the reaction product. The product is: [C:29]([O:28][C:26](=[O:27])[CH2:25][N:20]1[CH2:21][CH2:22][CH2:23][C@@H:19]1[CH2:18][O:17][C:14]1[CH:13]=[CH:12][C:11]([N:3]2[C:2]([Cl:1])=[C:10]3[C:5]([CH:6]=[CH:7][CH:8]=[CH:9]3)=[N:4]2)=[CH:16][CH:15]=1)([CH3:32])([CH3:31])[CH3:30]. (3) Given the reactants [Cl:1][C:2]1[CH:7]=[C:6]([CH:8]([NH:10][CH:11]2[CH2:13][CH2:12]2)[CH3:9])[CH:5]=[C:4]([Cl:14])[N:3]=1.[C:15](O[C:15]([O:17][C:18]([CH3:21])([CH3:20])[CH3:19])=[O:16])([O:17][C:18]([CH3:21])([CH3:20])[CH3:19])=[O:16].C(N(CC)CC)C.O, predict the reaction product. The product is: [CH:11]1([N:10]([CH:8]([C:6]2[CH:5]=[C:4]([Cl:14])[N:3]=[C:2]([Cl:1])[CH:7]=2)[CH3:9])[C:15](=[O:16])[O:17][C:18]([CH3:21])([CH3:20])[CH3:19])[CH2:12][CH2:13]1.